This data is from Forward reaction prediction with 1.9M reactions from USPTO patents (1976-2016). The task is: Predict the product of the given reaction. (1) Given the reactants [NH:1]1[C:9]2[C:4](=[C:5]([C:10]3[N:11]=[C:12]([N:26]4[CH2:31][CH2:30][O:29][CH2:28][CH2:27]4)[C:13]4[S:18][C:17]([CH2:19][N:20]5[CH2:25][CH2:24][NH:23][CH2:22][CH2:21]5)=[CH:16][C:14]=4[N:15]=3)[CH:6]=[CH:7][CH:8]=2)[CH:3]=[N:2]1.[C:32](O)(=[O:35])[CH:33]=[CH2:34].CN(C(ON1N=NC2C=CC=NC1=2)=[N+](C)C)C.F[P-](F)(F)(F)(F)F.CCN(C(C)C)C(C)C.C([O-])(O)=O.[Na+], predict the reaction product. The product is: [NH:1]1[C:9]2[C:4](=[C:5]([C:10]3[N:11]=[C:12]([N:26]4[CH2:27][CH2:28][O:29][CH2:30][CH2:31]4)[C:13]4[S:18][C:17]([CH2:19][N:20]5[CH2:21][CH2:22][N:23]([C:32](=[O:35])[CH:33]=[CH2:34])[CH2:24][CH2:25]5)=[CH:16][C:14]=4[N:15]=3)[CH:6]=[CH:7][CH:8]=2)[CH:3]=[N:2]1. (2) Given the reactants [O:1]1[C:5]2[CH:6]=[CH:7][CH:8]=[CH:9][C:4]=2[CH:3]=[C:2]1[C:10]1[N:19]=[C:18](Cl)[C:17]2[C:12](=[CH:13][CH:14]=[CH:15][CH:16]=2)[N:11]=1.[CH3:21][N:22]1[CH2:27][CH2:26][N:25]([CH2:28][CH2:29][CH2:30][NH2:31])[CH2:24][CH2:23]1, predict the reaction product. The product is: [O:1]1[C:5]2[CH:6]=[CH:7][CH:8]=[CH:9][C:4]=2[CH:3]=[C:2]1[C:10]1[N:19]=[C:18]([NH:31][CH2:30][CH2:29][CH2:28][N:25]2[CH2:24][CH2:23][N:22]([CH3:21])[CH2:27][CH2:26]2)[C:17]2[C:12](=[CH:13][CH:14]=[CH:15][CH:16]=2)[N:11]=1. (3) Given the reactants Cl[C:2]1[N:7]=[C:6]([O:8][C@@H:9]([C@H:11]2[CH2:15][NH:14][C:13](=[O:16])[CH2:12]2)[CH3:10])[C:5]2[N:17]([CH3:20])[CH:18]=[N:19][C:4]=2[CH:3]=1.CC1(C)C(C)(C)OB([C:29]2[CH:30]=[CH:31][C:32]3[S:36][CH:35]=[N:34][C:33]=3[CH:37]=2)O1, predict the reaction product. The product is: [S:36]1[C:32]2[CH:31]=[CH:30][C:29]([C:2]3[N:7]=[C:6]([O:8][C@@H:9]([C@H:11]4[CH2:15][NH:14][C:13](=[O:16])[CH2:12]4)[CH3:10])[C:5]4[N:17]([CH3:20])[CH:18]=[N:19][C:4]=4[CH:3]=3)=[CH:37][C:33]=2[N:34]=[CH:35]1.